This data is from NCI-60 drug combinations with 297,098 pairs across 59 cell lines. The task is: Regression. Given two drug SMILES strings and cell line genomic features, predict the synergy score measuring deviation from expected non-interaction effect. (1) Drug 1: CC1=C(C(=CC=C1)Cl)NC(=O)C2=CN=C(S2)NC3=CC(=NC(=N3)C)N4CCN(CC4)CCO. Drug 2: COC1=C2C(=CC3=C1OC=C3)C=CC(=O)O2. Cell line: SNB-19. Synergy scores: CSS=-0.196, Synergy_ZIP=-0.388, Synergy_Bliss=1.25, Synergy_Loewe=-5.95, Synergy_HSA=-0.398. (2) Drug 1: CN1CCC(CC1)COC2=C(C=C3C(=C2)N=CN=C3NC4=C(C=C(C=C4)Br)F)OC. Drug 2: CC1=C(C(=O)C2=C(C1=O)N3CC4C(C3(C2COC(=O)N)OC)N4)N. Cell line: HCT-15. Synergy scores: CSS=39.7, Synergy_ZIP=0.831, Synergy_Bliss=3.90, Synergy_Loewe=-18.2, Synergy_HSA=6.17.